From a dataset of Experimentally validated miRNA-target interactions with 360,000+ pairs, plus equal number of negative samples. Binary Classification. Given a miRNA mature sequence and a target amino acid sequence, predict their likelihood of interaction. (1) The miRNA is mmu-miR-7213-3p with sequence UACCUCAAGAGAGCCAGUCU. The protein sequence of the target gene is MAATLQFLVCLVVAICLLSGVTTTQPHAGQPMDSTSVGGGLQEPEAPEVMFELLWAGLELDVMGQLHIQDEELASTHPGRRLRLLLQHHVPSDLEGTEQWLQQLQDLRKGPPLSTWDFEHLLLTGLSCVYRLHAASEAEERGRWAQVFALLAQETLWDLCKGFCPQDRPPSLGSWASILDPFP. Result: 0 (no interaction). (2) The miRNA is mmu-miR-466j with sequence UGUGUGCAUGUGCAUGUGUGUAA. The protein sequence of the target gene is MLGIFFLGVLAPASLGLSALAKLQPTGSQCVEHECFALFQGPATFLDASQACQRLQGHLMTVRSSVAADVISLLLSQSSMDLGPWIGLQLPQGCDDPVHLGPLRGFQWVTGDNHTSYSRWARPNDQTAPLCGPLCVTVSTATEAAPGEPAWEEKPCETETQGFLCEFYFTASCRPLTVNTRDPEAAHISSTYNTPFGVSGADFQTLPVGSSAAVEPLGLELVCRAPPGTSEGHWAWEATGAWNCSVENGGCEYLCNRSTNEPRCLCPRDMDLQADGRSCARPVVQSCNELCEHFCVSNAE.... Result: 0 (no interaction). (3) Result: 1 (interaction). The miRNA is hsa-miR-497-5p with sequence CAGCAGCACACUGUGGUUUGU. The protein sequence of the target gene is MTKREAEELIEIEIDGTEKAECTEESIVEQTYAPAECVSQAIDINEPIGNLKKLLEPRLQCSLDAHEICLQDIQLDPERSLFDQGVKTDGTVQLSVQVISYQGIEPKLNILEIVKPADTVEVVIDPDAHHAESEAHLVEEAQVITLDGTKHITTISDETSEQVTRWAAALEGYRKEQERLGIPYDPIQWSTDQVLHWVVWVMKEFSMTDIDLTTLNISGRELCSLNQEDFFQRVPRGEILWSHLELLRKYVLASQEQQMNEIVTIDQPVQIIPASVQSATPTTIKVINSSAKAAKVQRAP.... (4) The miRNA is hsa-miR-6790-5p with sequence GUGAGUGUGGAUUUGGCGGGGUU. The protein sequence of the target gene is MAVAGAKRRAVATPAAAAAEEERQAREKMLEARRGDGADPEGEGVTLQRNITLLNGVAIIVGTIIGSGIFVTPTGVLKEAGSPGLSLVVWAVCGVFSIVGALCYAELGTTISKSGGDYAYMLEVYGSLPAFLKLWIELLIIRPSSQYIVALVFATYLLKPVFPTCPVPEEAAKLVACLCVLLLTAVNCYSVKAATRVQDAFAAAKLLALALIILLGFIQMGKDMGQGDASNLQQKLSFEGTNLDVGNIVLALYSGLFAYGGWNYLNFVTEEMINPYRNLPLAIIISLPIVTLVYVLTNLA.... Result: 0 (no interaction). (5) The miRNA is hcmv-miR-UL112-3p with sequence AAGUGACGGUGAGAUCCAGGCU. The protein sequence of the target gene is MNPGFDLSRRNPQEDFELIQRIGSGTYGDVYKARNVNTGELAAIKVIKLEPGEDFAVVQQEIIMMKDCKHPNIVAYFGSYLRRDKLWICMEFCGGGSLQDIYHVTGPLSELQIAYVSRETLQGLYYLHSKGKMHRDIKGANILLTDNGHVKLADFGVSAQITATIAKRKSFIGTPYWMAPEVAAVERKGGYNQLCDLWAVGITAIELAELQPPMFDLHPMRALFLMTKSNFQPPKLKDKLKWSNSFHHFVKMALTKNPKKRPNAEKLLQHPFVTQPLTRSLAIELLDKVNNPDHSTYHDF.... Result: 0 (no interaction). (6) The miRNA is hsa-miR-4274 with sequence CAGCAGUCCCUCCCCCUG. The protein sequence of the target gene is MVFFTCNACGESVKKIQVEKHVSVCRNCECLSCIDCGKDFWGDDYKNHVKCISEDQKYGGKGYEGKTHKGDIKQQAWIQKISELIKRPNVSPKVRELLEQISAFDNVPRKKAKFQNWMKNSLKVHNESILDQVWNIFSEASNSEPVNKEQDQRPLHPVANPHAEISTKVPASKVKDAVEQQGEVKKNKRERKEERQKKRKREKKELKLENHQENSRNQKPKKRKKGQEADLEAGGEEVPEANGSAGKRSKKKKQRKDSASEEEAHVGAGKRKRRHSEVETDSKKKKMKLPEHPEGGEPED.... Result: 0 (no interaction). (7) The miRNA is mmu-miR-1898 with sequence AGGUCAAGGUUCACAGGGGAUC. The protein sequence of the target gene is MVAPMKGQVCVVTGASRGIGRGIALQLCKAGATVYITGRHLDTLRATAQEAQSLGGRCVPVVCDSSQESEVKSLFEQVDREQKGRLDVLVNNAYAGVQAILNTTNKSFWEVPASIWDDINNVGLRGHYLCSVYGARLMVPAGKGLIVIVSSPGGLQHMFNVPYGVGKAACDRLAADCAHELRRHGVSYVSLWPGLVQTEMVKEFMAKEDTPEDPLFKKMKPDFSSAESPEMSGKCVVALATDPNILNLSGKVLPSCDLARRYGLKDIDGRPVKDYFSLGYALSQVSSLGWLNSFLPGFLR.... Result: 0 (no interaction). (8) The miRNA is hsa-miR-4690-5p with sequence GAGCAGGCGAGGCUGGGCUGAA. Result: 0 (no interaction). The protein sequence of the target gene is MALTSFLPAPTQLSQDQLEAEEKARSQRSRQTSLVSSRREPPPYGYRKGWIPRLLEDFGDGGAFPEIHVAQYPLDMGRKKKMSNALAIQVDSEGKIKYDAIARQGQSKDKVIYSKYTDLVPKEVMNADDPDLQRPDEEAIKEITEKTRVALEKSVSQKVAAAMPVRAADKLAPAQYIRYTPSQQGVAFNSGAKQRVIRMVEMQKDPMEPPRFKINKKIPRGPPSPPAPVMHSPSRKMTVKEQQEWKIPPCISNWKNAKGYTIPLDKRLAADGRGLQTVHINENFAKLAEALYIADRKARE.... (9) The miRNA is hsa-miR-7159-5p with sequence UUCAACAAGGGUGUAGGAUGG. The protein sequence of the target gene is MGGCIPFLKAARALCPRIMPPLLLLSAFIFLVSVLGGAPGHNPDRRTKMVSIHSLSELERLKLQETAYHELVARHFLSEFKPDRALPIDRPNTLDKWFLILRGQQRAVSHKTFGISLEEVLVNEFTRRKHLELTATMQVEEATGQAAGRRRGNVVRRVFGRIRRFFSRRRNEPTLPREFTRRGRRGAVSVDSLAELEDGALLLQTLQLSKISFPIGQRLLGSKRKMSLNPIAKQIPQVVEACCQFIEKHGLSAVGIFTLEYSVQRVRQLREEFDQGLDVVLDDNQNVHDVAALLKEFFRD.... Result: 0 (no interaction). (10) The miRNA is hsa-miR-6127 with sequence UGAGGGAGUGGGUGGGAGG. The protein sequence of the target gene is MVQIVISSARAGGLAEWVLMELQGEIEARYSTGLAGNLLGDLHYTTEGIPVLIVGHHILYGKIIHLEKPFAVLVKHTPGDQDCDELGRETGTRYLVTALIKDKILFKTRPKPIITSVPKKV. Result: 1 (interaction).